Dataset: Reaction yield outcomes from USPTO patents with 853,638 reactions. Task: Predict the reaction yield, written as a fraction of the theoretical maximum amount of product (1.0 means a 100% yield; for example, 0.34 means a 34% yield). (1) The reactants are Br[C:2]1[S:6][C:5]([C@:7]2([CH3:28])[CH2:12][C@@H:11]([C:13]3[C:14]([CH3:19])=[N:15][O:16][C:17]=3[CH3:18])[S:10][C:9]([NH:20][C:21](=[O:27])[O:22][C:23]([CH3:26])([CH3:25])[CH3:24])=[N:8]2)=[C:4]([Cl:29])[CH:3]=1.[C:30]([C:33]1[CH:34]=[C:35](B(O)O)[CH:36]=[N:37][CH:38]=1)#[C:31][CH3:32].O.C(=O)([O-])[O-].[Cs+].[Cs+]. The catalyst is COCCOC.CCO.CCOC(C)=O.Cl[Pd](Cl)([P](C1C=CC=CC=1)(C1C=CC=CC=1)C1C=CC=CC=1)[P](C1C=CC=CC=1)(C1C=CC=CC=1)C1C=CC=CC=1. The product is [Cl:29][C:4]1[CH:3]=[C:2]([C:35]2[CH:36]=[N:37][CH:38]=[C:33]([C:30]#[C:31][CH3:32])[CH:34]=2)[S:6][C:5]=1[C@:7]1([CH3:28])[CH2:12][C@@H:11]([C:13]2[C:14]([CH3:19])=[N:15][O:16][C:17]=2[CH3:18])[S:10][C:9]([NH:20][C:21](=[O:27])[O:22][C:23]([CH3:26])([CH3:25])[CH3:24])=[N:8]1. The yield is 0.333. (2) The reactants are [F:1][C:2]([F:14])([F:13])[CH2:3][O:4][C:5]1[N:6]=[CH:7][C:8]([CH:11]=O)=[N:9][CH:10]=1.[CH3:15][C:16]([S@:19]([NH2:21])=[O:20])([CH3:18])[CH3:17]. The catalyst is C1COCC1.[Cl-].[Na+].O. The product is [CH3:15][C:16]([S:19]([N:21]=[CH:11][C:8]1[CH:7]=[N:6][C:5]([O:4][CH2:3][C:2]([F:14])([F:13])[F:1])=[CH:10][N:9]=1)=[O:20])([CH3:18])[CH3:17]. The yield is 0.570. (3) The reactants are [CH2:1]([NH:3][C:4]([C:6]1[CH:10]=[C:9]([C:11]2[S:12][C:13]([C:16]3[CH:21]=[CH:20][CH:19]=[C:18]([S:22]([CH3:25])(=[O:24])=[O:23])[CH:17]=3)=[CH:14][CH:15]=2)[N:8]([C:26]2[CH:31]=[CH:30][CH:29]=[CH:28][C:27]=2[Cl:32])[N:7]=1)=O)[CH3:2].COC1C=CC(P2(SP(C3C=CC(OC)=CC=3)(=S)S2)=[S:42])=CC=1.C1(C)C=CC=CC=1.C1C=CC=CC=1. The catalyst is CCOCC. The product is [CH2:1]([NH:3][C:4]([C:6]1[CH:10]=[C:9]([C:11]2[S:12][C:13]([C:16]3[CH:21]=[CH:20][CH:19]=[C:18]([S:22]([CH3:25])(=[O:24])=[O:23])[CH:17]=3)=[CH:14][CH:15]=2)[N:8]([C:26]2[CH:31]=[CH:30][CH:29]=[CH:28][C:27]=2[Cl:32])[N:7]=1)=[S:42])[CH3:2]. The yield is 0.380. (4) The reactants are [NH2:1][C:2]1[CH:34]=[C:5]2[N:6]=[C:7]([CH3:33])[C:8]([C@H:22]([O:28][C:29]([CH3:32])([CH3:31])[CH3:30])[C:23]([O:25]CC)=[O:24])=[C:9]([C:10]3[C:11]([CH3:21])=[C:12]4[C:17](=[C:18]([F:20])[CH:19]=3)[O:16][CH2:15][CH2:14][CH2:13]4)[N:4]2[N:3]=1.[OH-].[Na+]. The catalyst is CCO. The product is [NH2:1][C:2]1[CH:34]=[C:5]2[N:6]=[C:7]([CH3:33])[C:8]([C@H:22]([O:28][C:29]([CH3:30])([CH3:31])[CH3:32])[C:23]([OH:25])=[O:24])=[C:9]([C:10]3[C:11]([CH3:21])=[C:12]4[C:17](=[C:18]([F:20])[CH:19]=3)[O:16][CH2:15][CH2:14][CH2:13]4)[N:4]2[N:3]=1. The yield is 0.850. (5) The yield is 0.440. The catalyst is C1COCC1.O. The reactants are [Cl:1][C:2]1[CH:7]=[CH:6][C:5]([NH:8][C:9](=O)[C:10]([F:23])([F:22])[C:11]2[C:20]3[C:15](=[CH:16][CH:17]=[CH:18][CH:19]=3)[C:14]([F:21])=[CH:13][CH:12]=2)=[C:4]([F:25])[C:3]=1[CH2:26][CH2:27][OH:28].B.C1COCC1.C([O-])(O)=O.[Na+]. The product is [F:23][C:10]([F:22])([C:11]1[C:20]2[C:15](=[CH:16][CH:17]=[CH:18][CH:19]=2)[C:14]([F:21])=[CH:13][CH:12]=1)[CH2:9][NH:8][C:5]1[C:4]([F:25])=[C:3]([CH2:26][CH2:27][OH:28])[C:2]([Cl:1])=[CH:7][CH:6]=1. (6) The reactants are [CH3:1][C:2]1[O:6][N:5]=[C:4]([C:7]2[CH:12]=[CH:11][CH:10]=[CH:9][CH:8]=2)[C:3]=1[CH2:13][O:14][C:15]1[CH:23]=[CH:22][C:18]([C:19]([OH:21])=O)=[CH:17][N:16]=1.[NH2:24][C@@H:25]([CH2:30][OH:31])[CH2:26][CH:27]([CH3:29])[CH3:28]. No catalyst specified. The product is [OH:31][CH2:30][C@@H:25]([NH:24][C:19](=[O:21])[C:18]1[CH:22]=[CH:23][C:15]([O:14][CH2:13][C:3]2[C:4]([C:7]3[CH:8]=[CH:9][CH:10]=[CH:11][CH:12]=3)=[N:5][O:6][C:2]=2[CH3:1])=[N:16][CH:17]=1)[CH2:26][CH:27]([CH3:29])[CH3:28]. The yield is 0.490.